From a dataset of Catalyst prediction with 721,799 reactions and 888 catalyst types from USPTO. Predict which catalyst facilitates the given reaction. (1) Reactant: [NH2:1][C:2]1[N:6]([CH3:7])[N:5]=[CH:4][C:3]=1[CH2:8][CH2:9][CH2:10][NH:11][CH:12]=[O:13].C(N(CC)CC)C.[C:21]1([C:27](Cl)([C:34]2[CH:39]=[CH:38][CH:37]=[CH:36][CH:35]=2)[C:28]2[CH:33]=[CH:32][CH:31]=[CH:30][CH:29]=2)[CH:26]=[CH:25][CH:24]=[CH:23][CH:22]=1. Product: [CH3:7][N:6]1[C:2]([NH:1][C:27]([C:21]2[CH:26]=[CH:25][CH:24]=[CH:23][CH:22]=2)([C:34]2[CH:35]=[CH:36][CH:37]=[CH:38][CH:39]=2)[C:28]2[CH:29]=[CH:30][CH:31]=[CH:32][CH:33]=2)=[C:3]([CH2:8][CH2:9][CH2:10][NH:11][CH:12]=[O:13])[CH:4]=[N:5]1. The catalyst class is: 2. (2) Reactant: [CH3:1][N:2]1[CH:7]=[C:6]([N+:8]([O-])=O)[CH:5]=[C:4]([CH3:11])[C:3]1=[O:12].C1COCC1. Product: [NH2:8][C:6]1[CH:5]=[C:4]([CH3:11])[C:3](=[O:12])[N:2]([CH3:1])[CH:7]=1. The catalyst class is: 43. (3) The catalyst class is: 1. Product: [Br:1][C:2]1[CH:7]=[C:6]([O:8][CH3:9])[C:5]([F:10])=[CH:4][C:3]=1[NH2:11]. Reactant: [Br:1][C:2]1[CH:7]=[C:6]([O:8][CH3:9])[C:5]([F:10])=[CH:4][C:3]=1[N+:11]([O-])=O. (4) Reactant: Cl.Cl.[NH:3]1[CH2:8][CH2:7][CH:6]([C:9]2[N:13]3[CH2:14][CH2:15][CH2:16][CH2:17][C:12]3=[N:11][CH:10]=2)[CH2:5][CH2:4]1.C1CCN2C(=NCCC2)CC1.[Cl:29][C:30]1[CH:39]=[C:38]2[C:33]([CH:34]=[C:35]([S:40]([CH2:43][CH2:44][C:45](O)=[O:46])(=[O:42])=[O:41])[CH2:36][O:37]2)=[CH:32][CH:31]=1.CCN=C=NCCCN(C)C.C1C=CC2N(O)N=NC=2C=1. Product: [ClH:29].[Cl:29][C:30]1[CH:39]=[C:38]2[C:33]([CH:34]=[C:35]([S:40]([CH2:43][CH2:44][C:45]([N:3]3[CH2:4][CH2:5][CH:6]([C:9]4[N:13]5[CH2:14][CH2:15][CH2:16][CH2:17][C:12]5=[N:11][CH:10]=4)[CH2:7][CH2:8]3)=[O:46])(=[O:41])=[O:42])[CH2:36][O:37]2)=[CH:32][CH:31]=1. The catalyst class is: 556. (5) Reactant: [F:1][C:2]1[CH:3]=[C:4]([NH:14][C:15]([N:17]2[CH2:22][CH2:21][N:20]([C:23](=[O:31])[C:24]3[CH:29]=[CH:28][CH:27]=[C:26]([F:30])[CH:25]=3)[CH2:19][CH2:18]2)=[O:16])[CH:5]=[CH:6][C:7]=1[N:8]1[CH2:13][CH2:12][NH:11][CH2:10][CH2:9]1.Cl[C:33]([O:35][CH:36]([CH3:38])[CH3:37])=[O:34]. The catalyst class is: 11. Product: [CH:36]([O:35][C:33]([N:11]1[CH2:10][CH2:9][N:8]([C:7]2[CH:6]=[CH:5][C:4]([NH:14][C:15]([N:17]3[CH2:18][CH2:19][N:20]([C:23](=[O:31])[C:24]4[CH:29]=[CH:28][CH:27]=[C:26]([F:30])[CH:25]=4)[CH2:21][CH2:22]3)=[O:16])=[CH:3][C:2]=2[F:1])[CH2:13][CH2:12]1)=[O:34])([CH3:38])[CH3:37].